Dataset: Full USPTO retrosynthesis dataset with 1.9M reactions from patents (1976-2016). Task: Predict the reactants needed to synthesize the given product. (1) Given the product [CH:3]1([NH:6][CH2:7][CH2:8][CH2:9][CH2:10][O:11][C:12]2[CH:17]=[CH:16][C:15]([C:18]3[CH:23]=[CH:22][C:21]([C:24]([OH:26])=[O:25])=[CH:20][CH:19]=3)=[CH:14][C:13]=2[C:29]2[CH:38]=[CH:37][C:36]3[C:35]([CH3:40])([CH3:39])[CH2:34][CH2:33][C:32]([CH3:42])([CH3:41])[C:31]=3[CH:30]=2)[CH2:5][CH2:4]1, predict the reactants needed to synthesize it. The reactants are: [OH-].[Na+].[CH:3]1([NH:6][CH2:7][CH2:8][CH2:9][CH2:10][O:11][C:12]2[CH:17]=[CH:16][C:15]([C:18]3[CH:23]=[CH:22][C:21]([C:24]([O:26]CC)=[O:25])=[CH:20][CH:19]=3)=[CH:14][C:13]=2[C:29]2[CH:38]=[CH:37][C:36]3[C:35]([CH3:40])([CH3:39])[CH2:34][CH2:33][C:32]([CH3:42])([CH3:41])[C:31]=3[CH:30]=2)[CH2:5][CH2:4]1. (2) Given the product [CH3:10][N:9]([CH3:11])[CH2:8][CH2:7][O:6][C:5]1[CH:12]=[CH:13][C:2]([B:25]([OH:30])[OH:26])=[CH:3][C:4]=1[CH:14]=[O:19], predict the reactants needed to synthesize it. The reactants are: Br[C:2]1[CH:13]=[CH:12][C:5]([O:6][CH2:7][CH2:8][N:9]([CH3:11])[CH3:10])=[C:4]([CH:14]2[O:19]CCCO2)[CH:3]=1.[Li]CCCC.[B:25](OC(C)C)([O:30]C(C)C)[O:26]C(C)C.Cl.C([O-])([O-])=O.[Na+].[Na+]. (3) Given the product [Cl:22][C:23]1[N:24]=[C:25]([Cl:34])[C:26]2[CH:32]=[CH:31][C:30]([C:2]([F:16])([F:15])[F:1])=[N:29][C:27]=2[N:28]=1, predict the reactants needed to synthesize it. The reactants are: [F:1][C:2]([F:16])([F:15])C1C=CC2C(O)=NC(O)=NC=2N=1.O=P(Cl)(Cl)Cl.[Cl:22][C:23]1[N:24]=[C:25]([Cl:34])[C:26]2[CH:32]=[C:31](F)[CH:30]=[N:29][C:27]=2[N:28]=1.